Predict the reaction yield, written as a fraction of the theoretical maximum amount of product (1.0 means a 100% yield; for example, 0.34 means a 34% yield). From a dataset of Reaction yield outcomes from USPTO patents with 853,638 reactions. The reactants are Br[C:2]1[CH:3]=[C:4]([Cl:20])[C:5]([CH2:8][N:9]2[C:17](=[O:18])[C:16]3[C:11](=[CH:12][CH:13]=[CH:14][CH:15]=3)[C:10]2=[O:19])=[N:6][CH:7]=1.C([O-])([O-])=O.[K+].[K+].[C:27]1(C)C=CC=C[CH:28]=1. The catalyst is C1C=CC([P]([Pd]([P](C2C=CC=CC=2)(C2C=CC=CC=2)C2C=CC=CC=2)([P](C2C=CC=CC=2)(C2C=CC=CC=2)C2C=CC=CC=2)[P](C2C=CC=CC=2)(C2C=CC=CC=2)C2C=CC=CC=2)(C2C=CC=CC=2)C2C=CC=CC=2)=CC=1. The product is [Cl:20][C:4]1[C:5]([CH2:8][N:9]2[C:17](=[O:18])[C:16]3[C:11](=[CH:12][CH:13]=[CH:14][CH:15]=3)[C:10]2=[O:19])=[N:6][CH:7]=[C:2]([CH:27]=[CH2:28])[CH:3]=1. The yield is 0.650.